This data is from Reaction yield outcomes from USPTO patents with 853,638 reactions. The task is: Predict the reaction yield, written as a fraction of the theoretical maximum amount of product (1.0 means a 100% yield; for example, 0.34 means a 34% yield). (1) The reactants are [CH2:1]([O:8][CH:9]1[CH2:12][CH:11]([OH:13])[CH2:10]1)[C:2]1[CH:7]=[CH:6][CH:5]=[CH:4][CH:3]=1.ClCCl.C(N(CC)CC)C.[CH3:24][S:25](Cl)(=[O:27])=[O:26]. The catalyst is O. The product is [CH3:24][S:25]([O:13][CH:11]1[CH2:12][CH:9]([O:8][CH2:1][C:2]2[CH:7]=[CH:6][CH:5]=[CH:4][CH:3]=2)[CH2:10]1)(=[O:27])=[O:26]. The yield is 0.990. (2) The yield is 0.950. The catalyst is C(O)=O. The reactants are [CH2:1]([C:8]1[CH:13]=[CH:12][CH:11]=[CH:10][C:9]=1[C:14]1[CH:15]=[C:16]2[C:21](=[C:22]([O:24]COCC[Si](C)(C)C)[CH:23]=1)[N:20]=[CH:19][N:18](COCC[Si](C)(C)C)[C:17]2=[O:41])[C:2]1[CH:7]=[CH:6][CH:5]=[CH:4][CH:3]=1.O. The product is [CH2:1]([C:8]1[CH:13]=[CH:12][CH:11]=[CH:10][C:9]=1[C:14]1[CH:15]=[C:16]2[C:21](=[C:22]([OH:24])[CH:23]=1)[N:20]=[CH:19][NH:18][C:17]2=[O:41])[C:2]1[CH:3]=[CH:4][CH:5]=[CH:6][CH:7]=1. (3) The reactants are [H-].[Na+].CN(C)C=O.[CH3:8][O:9][C:10](=[O:28])[C:11]1[CH:16]=[CH:15][CH:14]=[CH:13][C:12]=1[CH2:17][S:18][C:19]1[NH:20][C:21]2[CH:27]=[CH:26][CH:25]=[CH:24][C:22]=2[N:23]=1.[C:29]([O:33][C:34](=[O:37])[CH2:35]Br)([CH3:32])([CH3:31])[CH3:30]. The catalyst is O. The product is [C:29]([O:33][C:34](=[O:37])[CH2:35][C:27]1[C:21]2[NH:20][C:19]([S:18][CH2:17][C:12]3[CH:13]=[CH:14][CH:15]=[CH:16][C:11]=3[C:10]([O:9][CH3:8])=[O:28])=[N:23][C:22]=2[CH:24]=[CH:25][CH:26]=1)([CH3:32])([CH3:31])[CH3:30]. The yield is 0.630. (4) The yield is 0.254. The reactants are [Cl:1][C:2]1[C:11]2[CH2:10][N:9]([C@H:12]([CH:16]([CH3:18])[CH3:17])[C:13](O)=[O:14])[C:8](=[O:19])[C:7]3=[CH:20][NH:21][C:5]([C:6]=23)=[N:4][CH:3]=1.[NH:22]1[CH2:27][CH2:26][CH:25]([C:28]#[N:29])[CH2:24][CH2:23]1.CN(C(ON1N=NC2C=CC=NC1=2)=[N+](C)C)C.F[P-](F)(F)(F)(F)F. The product is [Cl:1][C:2]1[C:11]2[CH2:10][N:9]([C@H:12]([CH:16]([CH3:18])[CH3:17])[C:13]([N:22]3[CH2:27][CH2:26][CH:25]([C:28]#[N:29])[CH2:24][CH2:23]3)=[O:14])[C:8](=[O:19])[C:7]3=[CH:20][NH:21][C:5]([C:6]=23)=[N:4][CH:3]=1. The catalyst is C1COCC1. (5) The reactants are [CH3:1][O:2][CH2:3][CH2:4][OH:5].[H-].[Na+].Br[CH2:9][C:10]1[C:14]2[CH:15]=[C:16]([F:19])[CH:17]=[CH:18][C:13]=2[O:12][C:11]=1[C:20]([O:22][CH3:23])=[O:21].[Cl-].[NH4+]. The catalyst is CN(C)C=O. The product is [F:19][C:16]1[CH:17]=[CH:18][C:13]2[O:12][C:11]([C:20]([O:22][CH3:23])=[O:21])=[C:10]([CH2:9][O:5][CH2:4][CH2:3][O:2][CH3:1])[C:14]=2[CH:15]=1. The yield is 0.310. (6) The reactants are [CH2:1]([O:8][C:9]1[C:16]([C:17]([CH3:20])([CH3:19])[CH3:18])=[CH:15][CH:14]=[CH:13][C:10]=1[CH:11]=[O:12])[C:2]1[CH:7]=[CH:6][CH:5]=[CH:4][CH:3]=1.[C:21]1([Mg]Br)[CH:26]=[CH:25][CH:24]=[CH:23][CH:22]=1. No catalyst specified. The product is [CH2:1]([O:8][C:9]1[C:16]([C:17]([CH3:20])([CH3:19])[CH3:18])=[CH:15][CH:14]=[CH:13][C:10]=1[CH:11]([C:21]1[CH:26]=[CH:25][CH:24]=[CH:23][CH:22]=1)[OH:12])[C:2]1[CH:3]=[CH:4][CH:5]=[CH:6][CH:7]=1. The yield is 0.780.